This data is from Catalyst prediction with 721,799 reactions and 888 catalyst types from USPTO. The task is: Predict which catalyst facilitates the given reaction. (1) Reactant: [CH3:1][O:2][C:3]1[CH:4]=[C:5](B(O)O)[CH:6]=[CH:7][CH:8]=1.C(=O)([O-])[O-].[K+].[K+].[C:18]([O:22][C:23]([NH:25][C@@H:26]([C:37]1[CH:42]=[CH:41][C:40](OS(C(F)(F)F)(=O)=O)=[CH:39][CH:38]=1)[C:27]([O:29][CH2:30][C:31]1[CH:36]=[CH:35][CH:34]=[CH:33][CH:32]=1)=[O:28])=[O:24])([CH3:21])([CH3:20])[CH3:19]. Product: [C:18]([O:22][C:23]([NH:25][C@@H:26]([C:37]1[CH:42]=[CH:41][C:40]([C:5]2[CH:6]=[CH:7][CH:8]=[C:3]([O:2][CH3:1])[CH:4]=2)=[CH:39][CH:38]=1)[C:27]([O:29][CH2:30][C:31]1[CH:32]=[CH:33][CH:34]=[CH:35][CH:36]=1)=[O:28])=[O:24])([CH3:21])([CH3:19])[CH3:20]. The catalyst class is: 109. (2) Reactant: [CH:1]1([S:4]([C:7]2[CH:12]=[CH:11][C:10]([CH:13]([C:21]3[NH:25][C:24]([C:26]4[N:31]=[CH:30][C:29]([CH:32]([OH:35])[CH2:33][OH:34])=[CH:28][CH:27]=4)=[CH:23][CH:22]=3)[CH2:14][CH:15]3[CH2:20][CH2:19][O:18][CH2:17][CH2:16]3)=[CH:9][CH:8]=2)(=[O:6])=[O:5])[CH2:3][CH2:2]1.[C:36]([O:40][C:41]([NH:43][CH2:44][C:45](O)=[O:46])=[O:42])([CH3:39])([CH3:38])[CH3:37].Cl.C(N=C=NCCCN(C)C)C.ON1C2C=CC=CC=2N=N1.CN1CCOCC1. Product: [C:36]([O:40][C:41]([NH:43][CH2:44][C:45]([O:34][CH2:33][CH:32]([C:29]1[CH:30]=[N:31][C:26]([C:24]2[NH:25][C:21]([CH:13]([C:10]3[CH:9]=[CH:8][C:7]([S:4]([CH:1]4[CH2:3][CH2:2]4)(=[O:6])=[O:5])=[CH:12][CH:11]=3)[CH2:14][CH:15]3[CH2:20][CH2:19][O:18][CH2:17][CH2:16]3)=[CH:22][CH:23]=2)=[CH:27][CH:28]=1)[OH:35])=[O:46])=[O:42])([CH3:39])([CH3:38])[CH3:37]. The catalyst class is: 42. (3) Reactant: [CH:1]1([C:4]2[N:5]=[C:6]([CH2:20][O:21][CH3:22])[NH:7][C:8]=2[C:9]2[CH:10]=[C:11]([CH:16]=[CH:17][C:18]=2[CH3:19])[C:12]([O:14]C)=[O:13])[CH2:3][CH2:2]1.[OH-].[Na+].Cl. Product: [CH:1]1([C:4]2[N:5]=[C:6]([CH2:20][O:21][CH3:22])[NH:7][C:8]=2[C:9]2[CH:10]=[C:11]([CH:16]=[CH:17][C:18]=2[CH3:19])[C:12]([OH:14])=[O:13])[CH2:2][CH2:3]1. The catalyst class is: 24.